This data is from Catalyst prediction with 721,799 reactions and 888 catalyst types from USPTO. The task is: Predict which catalyst facilitates the given reaction. (1) Reactant: [CH:1]1([O:6][C:7]2[CH:12]=[CH:11][C:10]([CH2:13][C:14](Cl)=[N:15][OH:16])=[CH:9][CH:8]=2)[CH2:5][CH2:4][CH2:3][CH2:2]1.[C:18]([C:20]1[C:21]([NH2:27])=[N:22][C:23]([NH2:26])=[CH:24][CH:25]=1)#[CH:19].C(N(CC)CC)C. Product: [CH:1]1([O:6][C:7]2[CH:12]=[CH:11][C:10]([CH2:13][C:14]3[CH:19]=[C:18]([C:20]4[C:21]([NH2:27])=[N:22][C:23]([NH2:26])=[CH:24][CH:25]=4)[O:16][N:15]=3)=[CH:9][CH:8]=2)[CH2:5][CH2:4][CH2:3][CH2:2]1. The catalyst class is: 7. (2) Reactant: Cl[C:2]1[CH:3]=[C:4]([NH:10][C:11]2[CH:16]=[CH:15][C:14]([C:17]([N:19]3[CH2:24][CH2:23][O:22][CH2:21][CH2:20]3)=[O:18])=[CH:13][N:12]=2)[C:5](=[O:9])[N:6]([CH3:8])[N:7]=1.[C:25]([C:29]1[CH:38]=[C:37]2[C:32]([C:33](=[O:55])[N:34]([C:39]3[CH:44]=[CH:43][CH:42]=[C:41](B4OC(C)(C)C(C)(C)O4)[C:40]=3[CH3:54])[CH:35]=[N:36]2)=[CH:31][CH:30]=1)([CH3:28])([CH3:27])[CH3:26].C(=O)([O-])[O-].[Na+].[Na+]. Product: [C:25]([C:29]1[CH:38]=[C:37]2[C:32]([C:33](=[O:55])[N:34]([C:39]3[CH:44]=[CH:43][CH:42]=[C:41]([C:2]4[CH:3]=[C:4]([NH:10][C:11]5[CH:16]=[CH:15][C:14]([C:17]([N:19]6[CH2:24][CH2:23][O:22][CH2:21][CH2:20]6)=[O:18])=[CH:13][N:12]=5)[C:5](=[O:9])[N:6]([CH3:8])[N:7]=4)[C:40]=3[CH3:54])[CH:35]=[N:36]2)=[CH:31][CH:30]=1)([CH3:28])([CH3:27])[CH3:26]. The catalyst class is: 108.